Dataset: Reaction yield outcomes from USPTO patents with 853,638 reactions. Task: Predict the reaction yield, written as a fraction of the theoretical maximum amount of product (1.0 means a 100% yield; for example, 0.34 means a 34% yield). (1) The reactants are BrCBr.[C:4](Cl)(=[O:6])[CH3:5].[CH3:8][C:9](=[CH:11][CH2:12][CH2:13]/[C:14](=[CH:16]/CO)/[CH3:15])[CH3:10].OC/[CH:16]=[C:14](/[CH3:15])\[CH2:13][CH2:12][CH:11]=[C:9]([CH3:10])[CH3:8].BrC(Br)C.[Cl-].[NH4+]. The catalyst is C(OCC)C.[Zn].[Cu](Cl)Cl. The product is [CH3:15][C:14]1([CH2:13][CH2:12][CH:11]=[C:9]([CH3:10])[CH3:8])[CH2:16][CH:5]1[CH2:4][OH:6]. The yield is 0.800. (2) The reactants are [CH3:1][O:2][C:3]1[CH:4]=[C:5]2[C:10](=[CH:11][C:12]=1[O:13][CH3:14])[N:9]=[CH:8][CH:7]=[C:6]2[O:15][C:16]1[CH:22]=[CH:21][C:19]([NH2:20])=[C:18]([CH3:23])[C:17]=1[CH3:24].Cl[C:26](Cl)([O:28][C:29](=[O:35])OC(Cl)(Cl)Cl)Cl.O[C:38]1[CH:39]=[C:40]([CH:43]=C[CH:45]=1)[C:41]#[N:42].C(=O)(O)[O-].[Na+]. The catalyst is C(Cl)Cl.C(N(CC)CC)C.C1(C)C=CC=CC=1. The product is [CH3:1][O:2][C:3]1[CH:4]=[C:5]2[C:10](=[CH:11][C:12]=1[O:13][CH3:14])[N:9]=[CH:8][CH:7]=[C:6]2[O:15][C:16]1[CH:22]=[CH:21][C:19]([NH:20][C:29](=[O:35])[O:28][C:26]2[CH:45]=[CH:38][CH:39]=[C:40]([C:41]#[N:42])[CH:43]=2)=[C:18]([CH3:23])[C:17]=1[CH3:24]. The yield is 0.530. (3) The reactants are [CH:1]([NH:4][C:5]1[S:6][CH:7]=[C:8]([C:10]2[CH:19]=[C:18]([O:20][CH2:21][CH2:22][C@@H:23]3[NH:37][C:36](=[O:38])[N:35]([CH3:39])[CH2:34][CH2:33][CH2:32][CH2:31][CH:30]=[CH:29][C@H:28]4[C@@:26]([C:40]([O:42]CC)=[O:41])([CH2:27]4)[NH:25][C:24]3=[O:45])[C:17]3[C:12](=[CH:13][C:14]([O:46][CH3:47])=[CH:15][CH:16]=3)[N:11]=2)[N:9]=1)([CH3:3])[CH3:2].C(C1N=C(C2C=C(OCC[C@@H]3NC(=O)N(C)CCCCC=C[C@H]4[C@@](C(O)=O)(C4)NC3=O)C3C(=C(C)C(OC)=CC=3)N=2)SC=1)(C)C. No catalyst specified. The product is [CH:1]([NH:4][C:5]1[S:6][CH:7]=[C:8]([C:10]2[CH:19]=[C:18]([O:20][CH2:21][CH2:22][C@@H:23]3[NH:37][C:36](=[O:38])[N:35]([CH3:39])[CH2:34][CH2:33][CH2:32][CH2:31][CH:30]=[CH:29][C@H:28]4[C@@:26]([C:40]([OH:42])=[O:41])([CH2:27]4)[NH:25][C:24]3=[O:45])[C:17]3[C:12](=[CH:13][C:14]([O:46][CH3:47])=[CH:15][CH:16]=3)[N:11]=2)[N:9]=1)([CH3:2])[CH3:3]. The yield is 0.560. (4) The reactants are [CH3:1][C:2]1([C:8]2[CH:13]=[CH:12][CH:11]=[CH:10][CH:9]=2)[CH2:7][CH2:6][NH:5][CH2:4][CH2:3]1.Br.Br[CH2:16][CH2:17][CH2:18][NH2:19].C(=O)([O-])[O-].[K+].[K+]. The catalyst is O1CCOCC1. The product is [NH2:19][CH2:18][CH2:17][CH2:16][N:5]1[CH2:4][CH2:3][C:2]([CH3:1])([C:8]2[CH:13]=[CH:12][CH:11]=[CH:10][CH:9]=2)[CH2:7][CH2:6]1. The yield is 0.180. (5) The reactants are [C:1]([O-])(=[O:3])[CH3:2].[Na+].[Br:6][C:7]1[CH:8]=[C:9]([NH:13][C:14]2[C:23]3[C:18](=[CH:19][CH:20]=[C:21]([NH:24][C:25]([CH:27]=[CH:28][C:29](O)=[O:30])=[O:26])[CH:22]=3)[N:17]=[CH:16][N:15]=2)[CH:10]=[CH:11][CH:12]=1. The catalyst is C(OC(=O)C)(=O)C. The product is [Br:6][C:7]1[CH:8]=[C:9]([N:13]([C:14]2[C:23]3[C:18](=[CH:19][CH:20]=[C:21]([N:24]4[C:29](=[O:30])[CH:28]=[CH:27][C:25]4=[O:26])[CH:22]=3)[N:17]=[CH:16][N:15]=2)[C:1](=[O:3])[CH3:2])[CH:10]=[CH:11][CH:12]=1. The yield is 0.390. (6) The reactants are [CH3:1][CH:2]1[CH2:7][CH2:6][N:5]([C:8]2[C:13]([CH2:14][NH2:15])=[CH:12][CH:11]=[C:10]([C:16]([F:19])([F:18])[F:17])[N:9]=2)[CH2:4][CH2:3]1.C(N(CC)CC)C.[CH3:27][O:28][CH2:29][CH2:30][N:31]([CH3:48])[C:32]1[N:37]=[CH:36][C:35]([NH:38][C:39](=O)[O:40]C2C=CC=CC=2)=[CH:34][CH:33]=1. The catalyst is C(#N)C. The product is [CH3:27][O:28][CH2:29][CH2:30][N:31]([CH3:48])[C:32]1[N:37]=[CH:36][C:35]([NH:38][C:39]([NH:15][CH2:14][C:13]2[C:8]([N:5]3[CH2:4][CH2:3][CH:2]([CH3:1])[CH2:7][CH2:6]3)=[N:9][C:10]([C:16]([F:19])([F:17])[F:18])=[CH:11][CH:12]=2)=[O:40])=[CH:34][CH:33]=1. The yield is 0.390. (7) The reactants are [CH:1]1([NH:6][C:7]2[CH:12]=[CH:11][N:10]3[N:13]=[C:14]([C:28]4[CH:33]=[CH:32][C:31]([F:34])=[CH:30][CH:29]=4)[C:15]([C:16]4[CH:21]=[CH:20][N:19]=[C:18]([NH:22][CH:23]5[CH2:27][CH2:26][CH2:25][CH2:24]5)[N:17]=4)=[C:9]3[CH:8]=2)[CH2:5][CH2:4][CH2:3][CH2:2]1.[CH2:35]([Li])CCC.IC. The catalyst is O1CCCC1. The product is [CH:1]1([NH:6][C:7]2[CH:12]=[C:11]([CH3:35])[N:10]3[N:13]=[C:14]([C:28]4[CH:29]=[CH:30][C:31]([F:34])=[CH:32][CH:33]=4)[C:15]([C:16]4[CH:21]=[CH:20][N:19]=[C:18]([NH:22][CH:23]5[CH2:24][CH2:25][CH2:26][CH2:27]5)[N:17]=4)=[C:9]3[CH:8]=2)[CH2:2][CH2:3][CH2:4][CH2:5]1. The yield is 0.400. (8) The reactants are [OH:1][CH:2]([C:5]1[N:6]=[C:7]([C:10]2[N:11]([C:15]([O:17][C:18]([CH3:21])([CH3:20])[CH3:19])=[O:16])[CH:12]=[CH:13][CH:14]=2)[S:8][CH:9]=1)[CH2:3][OH:4].[Br:22]N1C(=O)CCC1=O.O. The catalyst is O1CCCC1. The product is [Br:22][C:12]1[N:11]([C:15]([O:17][C:18]([CH3:21])([CH3:20])[CH3:19])=[O:16])[C:10]([C:7]2[S:8][CH:9]=[C:5]([CH:2]([OH:1])[CH2:3][OH:4])[N:6]=2)=[CH:14][CH:13]=1. The yield is 0.480. (9) The reactants are Cl.[CH2:2](N(CC)CC)C.[I:9][C:10]1[CH:11]=[C:12]([CH:16]=[CH:17][C:18]=1[N+:19]([O-:21])=[O:20])[C:13]([OH:15])=O.[CH2:31]1[CH2:36][CH2:35][CH:34](N=C=N[CH:31]2[CH2:36][CH2:35][CH2:34][CH2:33][CH2:32]2)[CH2:33][CH2:32]1.NC1C(F)=CC(Cl)=C(C=1)C([NH:45][CH2:46][C:47]([OH:49])=[O:48])=O. The catalyst is O1CCOCC1.CN(C1C=CN=CC=1)C. The product is [I:9][C:10]1[CH:11]=[C:12]([CH:16]=[CH:17][C:18]=1[N+:19]([O-:21])=[O:20])[C:13]([NH:45][CH2:46][C:47]([O:49][CH2:2][C:31]1[CH:32]=[CH:33][CH:34]=[CH:35][CH:36]=1)=[O:48])=[O:15]. The yield is 0.790.